This data is from Full USPTO retrosynthesis dataset with 1.9M reactions from patents (1976-2016). The task is: Predict the reactants needed to synthesize the given product. The reactants are: [C:1]([N:5]1[C:10](=[O:11])[C:9]([Cl:12])=[C:8](Cl)[CH:7]=[N:6]1)([CH3:4])([CH3:3])[CH3:2].C(=O)([O-])[O-].[Cs+].[Cs+].[Si:20]([O:27][CH2:28][CH:29]([OH:40])[C:30]1[CH:35]=[CH:34][C:33]([C:36]([CH3:39])([CH3:38])[CH3:37])=[CH:32][CH:31]=1)([C:23]([CH3:26])([CH3:25])[CH3:24])([CH3:22])[CH3:21].C(OCC)(=O)C. Given the product [C:1]([N:5]1[C:10](=[O:11])[C:9]([Cl:12])=[C:8]([O:40][CH:29]([C:30]2[CH:31]=[CH:32][C:33]([C:36]([CH3:39])([CH3:38])[CH3:37])=[CH:34][CH:35]=2)[CH2:28][O:27][Si:20]([C:23]([CH3:26])([CH3:25])[CH3:24])([CH3:21])[CH3:22])[CH:7]=[N:6]1)([CH3:4])([CH3:3])[CH3:2], predict the reactants needed to synthesize it.